This data is from Reaction yield outcomes from USPTO patents with 853,638 reactions. The task is: Predict the reaction yield, written as a fraction of the theoretical maximum amount of product (1.0 means a 100% yield; for example, 0.34 means a 34% yield). (1) The reactants are [Cl:1][C:2]1[CH:3]=[CH:4][C:5]([C:22]#[N:23])=[C:6]([CH:21]=1)[O:7][C@@H:8]([CH2:19][OH:20])[CH2:9][CH2:10][NH:11][C:12](=[O:18])[O:13][C:14]([CH3:17])([CH3:16])[CH3:15].I[CH3:25]. The catalyst is C(#N)C.[Ag]=O. The product is [Cl:1][C:2]1[CH:3]=[CH:4][C:5]([C:22]#[N:23])=[C:6]([CH:21]=1)[O:7][C@@H:8]([CH2:19][O:20][CH3:25])[CH2:9][CH2:10][NH:11][C:12](=[O:18])[O:13][C:14]([CH3:17])([CH3:15])[CH3:16]. The yield is 0.370. (2) The reactants are [C:1]1([CH3:11])[CH:6]=[CH:5][C:4]([S:7](Cl)(=[O:9])=[O:8])=[CH:3][CH:2]=1.[CH2:12]([OH:17])[CH2:13][CH2:14][C:15]#[CH:16].C(N(CC)CC)C. The catalyst is ClCCl. The product is [CH3:11][C:1]1[CH:6]=[CH:5][C:4]([S:7]([O:17][CH2:12][CH2:13][CH2:14][C:15]#[CH:16])(=[O:9])=[O:8])=[CH:3][CH:2]=1. The yield is 0.870. (3) The reactants are I[C:2]1[N:3]=[C:4]([Si](C(C)C)(C(C)C)C(C)C)[S:5][C:6]=1[C:7]1[S:11][C:10]([Si](C(C)C)(C(C)C)C(C)C)=[N:9][C:8]=1I.[CH3:33][CH2:34][CH2:35][CH2:36][CH2:37][CH2:38][CH2:39][C:40]#[C:41][CH2:42][CH2:43][CH2:44][CH2:45][CH2:46][CH2:47][CH3:48].C1(CNCC2CCCCC2)CCCCC1.O.O.O.[F-].C([N+](CCCC)(CCCC)CCCC)CCC. The catalyst is C([O-])(=O)C.[Pd+2].C([O-])(=O)C.O.O1CCCC1.CN(C)C=O. The product is [CH2:42]([C:41]1[C:2]2[N:3]=[CH:4][S:5][C:6]=2[C:7]2[S:11][CH:10]=[N:9][C:8]=2[C:40]=1[CH2:39][CH2:38][CH2:37][CH2:36][CH2:35][CH2:34][CH3:33])[CH2:43][CH2:44][CH2:45][CH2:46][CH2:47][CH3:48]. The yield is 0.350. (4) The reactants are [CH3:1][N:2]([CH3:47])[CH2:3][C:4]([N:6]1[C:14]2[C:9](=[CH:10][C:11]([O:45][CH3:46])=[C:12]([NH:15][C:16]3[N:29]4[C:20](=[N:21][C:22]5[C:27]([C:28]4=[O:30])=[C:26]([F:31])[CH:25]=[CH:24][CH:23]=5)[C:19]4[CH:32]=[CH:33][N:34]([S:35]([C:38]5[CH:43]=[CH:42][C:41]([CH3:44])=[CH:40][CH:39]=5)(=[O:37])=[O:36])[C:18]=4[N:17]=3)[CH:13]=2)[CH2:8][CH2:7]1)=[O:5].[CH2:48]([NH2:50])[CH3:49]. The catalyst is C1COCC1. The product is [CH3:1][N:2]([CH3:47])[CH2:3][C:4]([N:6]1[C:14]2[C:9](=[CH:10][C:11]([O:45][CH3:46])=[C:12]([NH:15][C:16]3[N:29]=[C:20]([NH:21][C:22]4[CH:23]=[CH:24][CH:25]=[C:26]([F:31])[C:27]=4[C:28]([NH:50][CH2:48][CH3:49])=[O:30])[C:19]4[CH:32]=[CH:33][N:34]([S:35]([C:38]5[CH:39]=[CH:40][C:41]([CH3:44])=[CH:42][CH:43]=5)(=[O:37])=[O:36])[C:18]=4[N:17]=3)[CH:13]=2)[CH2:8][CH2:7]1)=[O:5]. The yield is 0.515. (5) The reactants are [C:1]1(=[O:6])[CH2:5][CH2:4][CH:3]=[CH:2]1.[C:7]([C:9]1[CH:10]=[C:11]2[C:15](=[CH:16][CH:17]=1)[NH:14][CH:13]=[CH:12]2)#[N:8]. The catalyst is C(#N)C.O.O.O.O.O.O.[O-]S(C(F)(F)F)(=O)=O.[Yb+3].[O-]S(C(F)(F)F)(=O)=O.[O-]S(C(F)(F)F)(=O)=O. The product is [O:6]=[C:1]1[CH2:5][CH2:4][CH:3]([C:12]2[C:11]3[C:15](=[CH:16][CH:17]=[C:9]([C:7]#[N:8])[CH:10]=3)[NH:14][CH:13]=2)[CH2:2]1. The yield is 0.690.